From a dataset of Forward reaction prediction with 1.9M reactions from USPTO patents (1976-2016). Predict the product of the given reaction. (1) Given the reactants Cl.[NH2:2][CH2:3][C@@H:4]([C:6]1[C:14]2[S:13][C:12](=[O:15])[NH:11][C:10]=2[C:9]([OH:16])=[CH:8][CH:7]=1)[OH:5].[C:17]1([CH2:27][CH2:28][O:29][CH2:30][CH2:31][O:32][CH2:33][CH2:34][CH:35]=O)[C:26]2[C:21](=[CH:22][CH:23]=[CH:24][CH:25]=2)[CH:20]=[CH:19][CH:18]=1.C(O)(=O)C.C([BH3-])#N.[Na+], predict the reaction product. The product is: [OH:16][C:9]1[C:10]2[NH:11][C:12](=[O:15])[S:13][C:14]=2[C:6]([C@@H:4]([OH:5])[CH2:3][NH:2][CH2:35][CH2:34][CH2:33][O:32][CH2:31][CH2:30][O:29][CH2:28][CH2:27][C:17]2[C:26]3[C:21](=[CH:22][CH:23]=[CH:24][CH:25]=3)[CH:20]=[CH:19][CH:18]=2)=[CH:7][CH:8]=1. (2) Given the reactants [C:1]([NH:5][S:6]([C:9]1[S:10][CH:11]=[CH:12][CH:13]=1)(=[O:8])=[O:7])([CH3:4])([CH3:3])[CH3:2].[Li]CCCC.I[CH2:20][CH:21]([CH3:23])[CH3:22], predict the reaction product. The product is: [CH2:20]([C:11]1[S:10][C:9]([S:6]([NH:5][C:1]([CH3:4])([CH3:2])[CH3:3])(=[O:7])=[O:8])=[CH:13][CH:12]=1)[CH:21]([CH3:23])[CH3:22].